Dataset: NCI-60 drug combinations with 297,098 pairs across 59 cell lines. Task: Regression. Given two drug SMILES strings and cell line genomic features, predict the synergy score measuring deviation from expected non-interaction effect. (1) Drug 1: CCC1(CC2CC(C3=C(CCN(C2)C1)C4=CC=CC=C4N3)(C5=C(C=C6C(=C5)C78CCN9C7C(C=CC9)(C(C(C8N6C=O)(C(=O)OC)O)OC(=O)C)CC)OC)C(=O)OC)O.OS(=O)(=O)O. Drug 2: CCC1(C2=C(COC1=O)C(=O)N3CC4=CC5=C(C=CC(=C5CN(C)C)O)N=C4C3=C2)O.Cl. Cell line: HL-60(TB). Synergy scores: CSS=70.7, Synergy_ZIP=-0.720, Synergy_Bliss=0.591, Synergy_Loewe=0.724, Synergy_HSA=1.47. (2) Drug 1: CC1=C(N=C(N=C1N)C(CC(=O)N)NCC(C(=O)N)N)C(=O)NC(C(C2=CN=CN2)OC3C(C(C(C(O3)CO)O)O)OC4C(C(C(C(O4)CO)O)OC(=O)N)O)C(=O)NC(C)C(C(C)C(=O)NC(C(C)O)C(=O)NCCC5=NC(=CS5)C6=NC(=CS6)C(=O)NCCC[S+](C)C)O. Drug 2: C1CN(P(=O)(OC1)NCCCl)CCCl. Cell line: SW-620. Synergy scores: CSS=5.60, Synergy_ZIP=-3.71, Synergy_Bliss=-0.542, Synergy_Loewe=-7.57, Synergy_HSA=-0.994. (3) Drug 1: C1CCC(CC1)NC(=O)N(CCCl)N=O. Cell line: SF-539. Synergy scores: CSS=37.0, Synergy_ZIP=0.266, Synergy_Bliss=4.94, Synergy_Loewe=-30.2, Synergy_HSA=3.84. Drug 2: CC1=C(C(=CC=C1)Cl)NC(=O)C2=CN=C(S2)NC3=CC(=NC(=N3)C)N4CCN(CC4)CCO. (4) Drug 1: C(=O)(N)NO. Drug 2: CC12CCC3C(C1CCC2O)C(CC4=C3C=CC(=C4)O)CCCCCCCCCS(=O)CCCC(C(F)(F)F)(F)F. Cell line: IGROV1. Synergy scores: CSS=3.73, Synergy_ZIP=-1.07, Synergy_Bliss=1.10, Synergy_Loewe=0.773, Synergy_HSA=0.936. (5) Drug 1: CC1=C(C(=CC=C1)Cl)NC(=O)C2=CN=C(S2)NC3=CC(=NC(=N3)C)N4CCN(CC4)CCO. Drug 2: CN(CC1=CN=C2C(=N1)C(=NC(=N2)N)N)C3=CC=C(C=C3)C(=O)NC(CCC(=O)O)C(=O)O. Cell line: HCT116. Synergy scores: CSS=45.2, Synergy_ZIP=1.62, Synergy_Bliss=-2.94, Synergy_Loewe=-9.89, Synergy_HSA=-1.54. (6) Drug 1: CC1C(C(CC(O1)OC2CC(CC3=C2C(=C4C(=C3O)C(=O)C5=C(C4=O)C(=CC=C5)OC)O)(C(=O)CO)O)N)O.Cl. Drug 2: CCC1(CC2CC(C3=C(CCN(C2)C1)C4=CC=CC=C4N3)(C5=C(C=C6C(=C5)C78CCN9C7C(C=CC9)(C(C(C8N6C)(C(=O)OC)O)OC(=O)C)CC)OC)C(=O)OC)O.OS(=O)(=O)O. Cell line: HT29. Synergy scores: CSS=33.2, Synergy_ZIP=7.06, Synergy_Bliss=6.93, Synergy_Loewe=4.97, Synergy_HSA=5.36.